This data is from Forward reaction prediction with 1.9M reactions from USPTO patents (1976-2016). The task is: Predict the product of the given reaction. (1) Given the reactants C([O:3][CH:4](OCC)[CH2:5][CH2:6][NH:7][C:8]([C:10]1[CH:14]=[C:13]([C:15]2[CH:20]=[C:19]([O:21][C:22]3[CH:27]=[CH:26][C:25]([NH:28][C:29]([NH:31][C:32]4[CH:37]=[C:36]([CH3:38])[CH:35]=[CH:34][C:33]=4[F:39])=[O:30])=[C:24]([F:40])[CH:23]=3)[CH:18]=[CH:17][N:16]=2)[NH:12][CH:11]=1)=[O:9])C.Cl.O, predict the reaction product. The product is: [F:40][C:24]1[CH:23]=[C:22]([CH:27]=[CH:26][C:25]=1[NH:28][C:29]([NH:31][C:32]1[CH:37]=[C:36]([CH3:38])[CH:35]=[CH:34][C:33]=1[F:39])=[O:30])[O:21][C:19]1[CH:18]=[CH:17][N:16]=[C:15]([C:13]2[NH:12][CH:11]=[C:10]([C:8]([NH:7][CH2:6][CH2:5][CH:4]=[O:3])=[O:9])[CH:14]=2)[CH:20]=1. (2) The product is: [CH3:1][O:2][CH2:3][C:4]1[N:8]2[C:9](=[O:28])[N:10]([CH:12]3[CH2:17][CH2:16][NH:15][CH2:14][CH2:13]3)[CH2:11][C:7]2=[CH:6][N:5]=1. Given the reactants [CH3:1][O:2][CH2:3][C:4]1[N:8]2[C:9](=[O:28])[N:10]([CH:12]3[CH2:17][CH2:16][N:15](C(OCC4C=CC=CC=4)=O)[CH2:14][CH2:13]3)[CH2:11][C:7]2=[CH:6][N:5]=1, predict the reaction product. (3) The product is: [C:44]([C@@H:40]1[CH2:41][CH2:42][CH2:43][N:39]1[C:37](=[O:38])[CH2:36][NH:10][C:11]1([CH3:34])[CH2:12][CH2:13][N:14]([C:17](=[O:33])[C:18]([NH:20][CH2:21][CH:22]2[O:31][CH:25]3[O:26][C:27]([CH3:29])([CH3:30])[O:28][CH:24]3[CH:23]2[OH:32])=[O:19])[CH2:15][CH2:16]1)#[N:45]. Given the reactants C(N(CC)C(C)C)(C)C.[NH2:10][C:11]1([CH3:34])[CH2:16][CH2:15][N:14]([C:17](=[O:33])[C:18]([NH:20][CH2:21][CH:22]2[O:31][CH:25]3[O:26][C:27]([CH3:30])([CH3:29])[O:28][CH:24]3[CH:23]2[OH:32])=[O:19])[CH2:13][CH2:12]1.Cl[CH2:36][C:37]([N:39]1[CH2:43][CH2:42][CH2:41][C@H:40]1[C:44]#[N:45])=[O:38].O, predict the reaction product. (4) Given the reactants Cl[C:2]1[C:11]2[C:6](=[CH:7][CH:8]=[C:9]([CH3:12])[CH:10]=2)[N:5]=[C:4]([N:13]2[CH2:19][C:18]3[CH:20]=[CH:21][CH:22]=[CH:23][C:17]=3[S:16](=[O:25])(=[O:24])[CH2:15][CH2:14]2)[CH:3]=1.[CH2:26]([NH2:34])[CH2:27][CH2:28][CH2:29][CH2:30][CH2:31][CH2:32][NH2:33], predict the reaction product. The product is: [O:24]=[S:16]1(=[O:25])[C:17]2[CH:23]=[CH:22][CH:21]=[CH:20][C:18]=2[CH2:19][N:13]([C:4]2[CH:3]=[C:2]([NH:33][CH2:32][CH2:31][CH2:30][CH2:29][CH2:28][CH2:27][CH2:26][NH2:34])[C:11]3[C:6](=[CH:7][CH:8]=[C:9]([CH3:12])[CH:10]=3)[N:5]=2)[CH2:14][CH2:15]1.